From a dataset of Full USPTO retrosynthesis dataset with 1.9M reactions from patents (1976-2016). Predict the reactants needed to synthesize the given product. (1) Given the product [OH:33][C:21]1[C:20](=[O:34])[N:10]([C:11]2[S:12][C:13]([CH3:16])=[N:14][N:15]=2)[CH:6]([C:5]2[CH:8]=[CH:9][C:2]([OH:1])=[CH:3][CH:4]=2)[C:22]=1[C:23](=[O:24])[C:25]1[CH:26]=[CH:27][C:28]([O:31][CH3:32])=[CH:29][CH:30]=1, predict the reactants needed to synthesize it. The reactants are: [OH:1][C:2]1[CH:9]=[CH:8][C:5]([CH:6]=O)=[CH:4][CH:3]=1.[NH2:10][C:11]1[S:12][C:13]([CH3:16])=[N:14][N:15]=1.C(O[C:20](=[O:34])[C:21]([OH:33])=[CH:22][C:23]([C:25]1[CH:30]=[CH:29][C:28]([O:31][CH3:32])=[CH:27][CH:26]=1)=[O:24])C. (2) Given the product [NH2:1][C:2]1[N:3]=[C:4]([NH2:13])[C:5]2[N:11]=[C:10]([C:26]3[CH:25]=[CH:24][C:23]([OH:37])=[C:22]([O:21][CH3:20])[CH:27]=3)[CH:9]=[CH:8][C:6]=2[N:7]=1, predict the reactants needed to synthesize it. The reactants are: [NH2:1][C:2]1[N:3]=[C:4]([NH2:13])[C:5]2[N:11]=[C:10](Cl)[CH:9]=[CH:8][C:6]=2[N:7]=1.C([O-])([O-])=O.[K+].[K+].[CH3:20][O:21][C:22]1[CH:27]=[C:26](B2OC(C)(C)C(C)(C)O2)[CH:25]=[CH:24][C:23]=1[OH:37]. (3) Given the product [ClH:19].[CH2:1]([C:3]1([C:13]2[N:14]=[CH:15][NH:16][CH:17]=2)[CH2:11][C:10]2[C:5](=[CH:6][CH:7]=[CH:8][CH:9]=2)[CH2:4]1)[CH3:2], predict the reactants needed to synthesize it. The reactants are: [CH2:1]([C:3]1([C:13]2[N:14]=[CH:15][NH:16][CH:17]=2)[CH2:11][C:10]2[C:5](=[CH:6][CH:7]=[CH:8][CH:9]=2)[CH:4]1O)[CH3:2].O.[ClH:19].[H][H]. (4) Given the product [C:3]1([OH:4])[CH:2]=[CH:11][CH:9]=[CH:7][CH:5]=1.[S:20](=[O:22])(=[O:21])([OH:24])[OH:23], predict the reactants needed to synthesize it. The reactants are: O=[CH:2][C@@H:3]([C@H:5]([C@@H:7]([C@@H:9]([CH2:11]O)O)O)O)[OH:4].C1(O)C=CC=CC=1.[S:20](=[O:24])(=[O:23])([OH:22])[OH:21]. (5) Given the product [NH2:1][C:2]1[C:7]2=[C:8]([C:15]3[CH:20]=[CH:19][C:18]([NH:21][C:35]([NH:34][C:30]4[CH:29]=[C:28]([C:24]([CH3:27])([CH3:26])[CH3:25])[CH:33]=[CH:32][N:31]=4)=[O:36])=[CH:17][CH:16]=3)[C:9]([C:11]([NH:13][CH3:14])=[O:12])=[CH:10][N:6]2[N:5]=[CH:4][N:3]=1, predict the reactants needed to synthesize it. The reactants are: [NH2:1][C:2]1[C:7]2=[C:8]([C:15]3[CH:20]=[CH:19][C:18]([N+:21]([O-])=O)=[CH:17][CH:16]=3)[C:9]([C:11]([NH:13][CH3:14])=[O:12])=[CH:10][N:6]2[N:5]=[CH:4][N:3]=1.[C:24]([C:28]1[CH:33]=[CH:32][N:31]=[C:30]([NH:34][C:35](=O)[O:36]C2C=CC=CC=2)[CH:29]=1)([CH3:27])([CH3:26])[CH3:25].C(N(CC)CC)C. (6) Given the product [ClH:1].[NH:13]([C:11](=[O:12])[CH2:10][N:9]([CH3:22])[C:7](=[O:8])[O:6][C:5]1[CH:23]=[CH:24][C:2]([Cl:1])=[CH:3][C:4]=1[C:25](=[O:37])[NH:26][C:27]1[CH:32]=[CH:31][C:30]([N+:33]([O-:35])=[O:34])=[CH:29][C:28]=1[Cl:36])[NH2:14], predict the reactants needed to synthesize it. The reactants are: [Cl:1][C:2]1[CH:24]=[CH:23][C:5]([O:6][C:7]([N:9]([CH3:22])[CH2:10][C:11]([NH:13][NH:14]C(OC(C)(C)C)=O)=[O:12])=[O:8])=[C:4]([C:25](=[O:37])[NH:26][C:27]2[CH:32]=[CH:31][C:30]([N+:33]([O-:35])=[O:34])=[CH:29][C:28]=2[Cl:36])[CH:3]=1.C(OC(C)(C)C)(=O)NN.ClC1C=CC(OC(N(C)CC(O)=O)=O)=C(C(=O)NC2C=CC([N+]([O-])=O)=CC=2Cl)C=1.Cl.CN(C)CCCN=C=NCC.